This data is from Catalyst prediction with 721,799 reactions and 888 catalyst types from USPTO. The task is: Predict which catalyst facilitates the given reaction. (1) Reactant: Cl.[NH2:2][CH2:3][CH2:4][CH2:5][C:6]([O:8]CC)=[O:7].[OH-].[Na+].[CH3:13][C:14]([O:17][C:18](O[C:18]([O:17][C:14]([CH3:16])([CH3:15])[CH3:13])=[O:19])=[O:19])([CH3:16])[CH3:15]. Product: [C:14]([O:17][C:18]([NH:2][CH2:3][CH2:4][CH2:5][C:6]([OH:8])=[O:7])=[O:19])([CH3:16])([CH3:15])[CH3:13]. The catalyst class is: 127. (2) Product: [F:39][C:40]1[CH:41]=[C:42]([NH:55][S:56]([CH2:59][CH2:60][O:61][CH3:62])(=[O:57])=[O:58])[CH:43]=[C:44]([C:2]2[C:10]3[C:9]([NH:11][C@H:12]([C:14]4[N:19]([C:20]5[CH:25]=[CH:24][CH:23]=[CH:22][CH:21]=5)[C:18](=[O:26])[C:17]5=[C:27]([CH3:30])[CH:28]=[CH:29][N:16]5[N:15]=4)[CH3:13])=[N:8][CH:7]=[N:6][C:5]=3[N:4]([CH2:31][O:32][CH2:33][CH2:34][Si:35]([CH3:38])([CH3:37])[CH3:36])[CH:3]=2)[CH:45]=1. Reactant: Br[C:2]1[C:10]2[C:9]([NH:11][C@H:12]([C:14]3[N:19]([C:20]4[CH:25]=[CH:24][CH:23]=[CH:22][CH:21]=4)[C:18](=[O:26])[C:17]4=[C:27]([CH3:30])[CH:28]=[CH:29][N:16]4[N:15]=3)[CH3:13])=[N:8][CH:7]=[N:6][C:5]=2[N:4]([CH2:31][O:32][CH2:33][CH2:34][Si:35]([CH3:38])([CH3:37])[CH3:36])[CH:3]=1.[F:39][C:40]1[CH:41]=[C:42]([NH:55][S:56]([CH2:59][CH2:60][O:61][CH3:62])(=[O:58])=[O:57])[CH:43]=[C:44](B2OC(C)(C)C(C)(C)O2)[CH:45]=1.C(=O)([O-])[O-].[Na+].[Na+]. The catalyst class is: 149. (3) Reactant: [B-](F)(F)(F)F.CN(C(ON1N=NC2C1=CC=CC=2)=[N+](C)C)C.CN1CCOCC1.[Cl:30][C:31]1[CH:39]=[CH:38][CH:37]=[CH:36][C:32]=1[C:33]([OH:35])=O.[N:40]1[C:49]2[NH:48][CH2:47][CH2:46][CH2:45][C:44]=2[CH:43]=[CH:42][C:41]=1[CH2:50][CH2:51][CH2:52][C:53]1[S:57][C:56]([CH2:58][C@@H:59]([C:61]([O:63]C)=[O:62])[NH2:60])=[CH:55][CH:54]=1.[OH-].[Na+]. Product: [Cl:30][C:31]1[CH:39]=[CH:38][CH:37]=[CH:36][C:32]=1[C:33]([NH:60][C@H:59]([C:61]([OH:63])=[O:62])[CH2:58][C:56]1[S:57][C:53]([CH2:52][CH2:51][CH2:50][C:41]2[CH:42]=[CH:43][C:44]3[CH2:45][CH2:46][CH2:47][NH:48][C:49]=3[N:40]=2)=[CH:54][CH:55]=1)=[O:35]. The catalyst class is: 3. (4) Reactant: [C:1]([O:5][C:6]([NH:8][C:9]1([C:13]2[CH:18]=[CH:17][C:16]([C:19]3[N:20]=[C:21]4[CH:26]=[CH:25][C:24]([C:27]([O:29]CC)=[O:28])=[N:23][N:22]4[C:32]=3[C:33]3[CH:38]=[CH:37][CH:36]=[CH:35][CH:34]=3)=[CH:15][CH:14]=2)[CH2:12][CH2:11][CH2:10]1)=[O:7])([CH3:4])([CH3:3])[CH3:2].[OH-].[Na+].Cl. Product: [C:1]([O:5][C:6]([NH:8][C:9]1([C:13]2[CH:14]=[CH:15][C:16]([C:19]3[N:20]=[C:21]4[CH:26]=[CH:25][C:24]([C:27]([OH:29])=[O:28])=[N:23][N:22]4[C:32]=3[C:33]3[CH:38]=[CH:37][CH:36]=[CH:35][CH:34]=3)=[CH:17][CH:18]=2)[CH2:10][CH2:11][CH2:12]1)=[O:7])([CH3:4])([CH3:2])[CH3:3]. The catalyst class is: 24. (5) Reactant: [F:1][C:2]([F:28])([C:22]1[CH:27]=[CH:26][CH:25]=[CH:24][CH:23]=1)[C@H:3]([OH:21])/[CH:4]=[CH:5]/[C@@H:6]1[N:10]([CH2:11][C:12]2[CH:17]=[CH:16][C:15]([O:18][CH3:19])=[CH:14][CH:13]=2)[C:9](=[O:20])[CH2:8][CH2:7]1.N1C=CN=C1.[CH3:34][C:35]([Si:38](Cl)([CH3:40])[CH3:39])([CH3:37])[CH3:36]. Product: [Si:38]([O:21][C@@H:3]([C:2]([F:1])([F:28])[C:22]1[CH:23]=[CH:24][CH:25]=[CH:26][CH:27]=1)/[CH:4]=[CH:5]/[C@@H:6]1[N:10]([CH2:11][C:12]2[CH:17]=[CH:16][C:15]([O:18][CH3:19])=[CH:14][CH:13]=2)[C:9](=[O:20])[CH2:8][CH2:7]1)([C:35]([CH3:37])([CH3:36])[CH3:34])([CH3:40])[CH3:39]. The catalyst class is: 3. (6) Reactant: [OH:1]/[N:2]=[C:3](\[NH2:12])/[C:4]1[CH:9]=[CH:8][CH:7]=[C:6]([O:10][CH3:11])[CH:5]=1.[Cl:13][C:14]1[CH:19]=[CH:18][CH:17]=[CH:16][C:15]=1[C:20]1[C:24]([C:25](Cl)=[O:26])=[C:23]([CH3:28])[O:22][N:21]=1.C(N(C(C)C)CC)(C)C. Product: [Cl:13][C:14]1[CH:19]=[CH:18][CH:17]=[CH:16][C:15]=1[C:20]1[C:24]([C:25]([O:1]/[N:2]=[C:3](\[NH2:12])/[C:4]2[CH:9]=[CH:8][CH:7]=[C:6]([O:10][CH3:11])[CH:5]=2)=[O:26])=[C:23]([CH3:28])[O:22][N:21]=1. The catalyst class is: 49. (7) Reactant: [CH2:1]([N:3](CC)[CH2:4]C)[CH3:2].[C:16](O[C:16]([O:18][C:19]([CH3:22])([CH3:21])[CH3:20])=[O:17])([O:18][C:19]([CH3:22])([CH3:21])[CH3:20])=[O:17].C([O:26][CH2:27][CH3:28])(=O)C.O. Product: [OH:26][C@@H:27]1[CH2:28][CH2:2][CH2:1][N:3]([C:16]([O:18][C:19]([CH3:20])([CH3:21])[CH3:22])=[O:17])[CH2:4]1. The catalyst class is: 4.